The task is: Predict which catalyst facilitates the given reaction.. This data is from Catalyst prediction with 721,799 reactions and 888 catalyst types from USPTO. (1) Reactant: [Cl:1][C:2]1[CH:7]=[CH:6][C:5]([C@H:8]([NH:11][C:12]2[CH:13]=[C:14]([C:18](=O)[CH3:19])[CH:15]=[CH:16][CH:17]=2)[CH2:9][CH3:10])=[CH:4][C:3]=1[CH3:21].[NH:22]1[CH2:25][CH:24]([C:26]([OH:28])=[O:27])[CH2:23]1.CC(O)=O.[BH3-]C#N.[Na+]. Product: [Cl:1][C:2]1[CH:7]=[CH:6][C:5]([C@H:8]([NH:11][C:12]2[CH:13]=[C:14]([CH:18]([N:22]3[CH2:25][CH:24]([C:26]([OH:28])=[O:27])[CH2:23]3)[CH3:19])[CH:15]=[CH:16][CH:17]=2)[CH2:9][CH3:10])=[CH:4][C:3]=1[CH3:21]. The catalyst class is: 5. (2) Reactant: [OH:1][C:2]1[CH:3]=[C:4]2[C:9](=[CH:10][CH:11]=1)[N:8]=[C:7]([CH2:12][CH:13]([CH3:15])[CH3:14])[C:6]([CH2:16][NH:17][C:18](=[O:24])[O:19][C:20]([CH3:23])([CH3:22])[CH3:21])=[C:5]2[C:25]1[CH:30]=[CH:29][C:28]([CH3:31])=[CH:27][CH:26]=1.Br[CH2:33][CH2:34][CH2:35][C:36]([O:38][CH2:39][CH3:40])=[O:37].[C:41](=O)([O-])[O-].[K+].[K+].CN(C)C=O. Product: [C:20]([O:19][C:18]([NH:17][CH2:16][C:6]1[C:7]([CH2:12][CH:13]([CH3:15])[CH3:14])=[N:8][C:9]2[C:4]([C:5]=1[C:25]1[CH:26]=[CH:27][C:28]([CH2:31][CH3:41])=[CH:29][CH:30]=1)=[CH:3][C:2]([O:1][CH2:33][CH2:34][CH2:35][C:36]([O:38][CH2:39][CH3:40])=[O:37])=[CH:11][CH:10]=2)=[O:24])([CH3:23])([CH3:21])[CH3:22]. The catalyst class is: 6. (3) Reactant: [NH:1]1[CH2:5][CH2:4][CH2:3][CH2:2]1.Cl[C:7]1[C:12]([N+:13]([O-:15])=[O:14])=[CH:11][C:10]([N+:16]([O-:18])=[O:17])=[CH:9][N:8]=1. Product: [N+:16]([C:10]1[C:9]([N:1]2[CH2:5][CH2:4][CH2:3][CH2:2]2)=[N:8][CH:7]=[C:12]([N+:13]([O-:15])=[O:14])[CH:11]=1)([O-:18])=[O:17]. The catalyst class is: 12. (4) Product: [CH3:19][C:17]1([CH3:18])[CH2:16][C:15]2[C:10](=[CH:11][CH:12]=[C:13]([C:20]([OH:22])=[O:21])[CH:14]=2)[NH:9][CH:8]1[C:4]1[CH:5]=[CH:6][CH:7]=[C:2]([NH:1][S:26]([CH:24]([CH3:25])[CH3:23])(=[O:28])=[O:27])[CH:3]=1. The catalyst class is: 17. Reactant: [NH2:1][C:2]1[CH:3]=[C:4]([CH:8]2[C:17]([CH3:19])([CH3:18])[CH2:16][C:15]3[C:10](=[CH:11][CH:12]=[C:13]([C:20]([OH:22])=[O:21])[CH:14]=3)[NH:9]2)[CH:5]=[CH:6][CH:7]=1.[CH3:23][CH:24]([S:26](Cl)(=[O:28])=[O:27])[CH3:25].C(OCC)(=O)C. (5) Reactant: Cl.[F:2][C:3]([F:10])([F:9])[CH2:4][O:5][CH2:6][CH2:7][NH2:8].[Si](O[CH2:19][C:20]1[C:21]([O:47][CH3:48])=[N:22][C:23]2[C:28]([C:29]=1[Cl:30])=[CH:27][C:26]([C:31]([C:40]1[N:44]([CH3:45])[C:43]([CH3:46])=[N:42][CH:41]=1)([C:33]1[N:37]([CH3:38])[C:36]([CH3:39])=[N:35][CH:34]=1)[OH:32])=[CH:25][CH:24]=2)(C(C)(C)C)(C)C.C(N(CC)CC)C.[I-].[K+]. Product: [Cl:30][C:29]1[C:28]2[C:23](=[CH:24][CH:25]=[C:26]([C:31]([C:33]3[N:37]([CH3:38])[C:36]([CH3:39])=[N:35][CH:34]=3)([C:40]3[N:44]([CH3:45])[C:43]([CH3:46])=[N:42][CH:41]=3)[OH:32])[CH:27]=2)[N:22]=[C:21]([O:47][CH3:48])[C:20]=1[CH2:19][NH:8][CH2:7][CH2:6][O:5][CH2:4][C:3]([F:10])([F:9])[F:2]. The catalyst class is: 8. (6) Reactant: [Cl:1][C:2]1[CH:3]=[CH:4][C:5]([S:8][C:9]2[O:13][C:12]([CH:14]3[CH2:16][CH2:15]3)=[N:11][C:10]=2[C:17]2[CH:18]=[CH:19][C:20]([C:23](=[O:25])[CH3:24])=[N:21][CH:22]=2)=[N:6][CH:7]=1.[BH4-].[Na+]. Product: [Cl:1][C:2]1[CH:3]=[CH:4][C:5]([S:8][C:9]2[O:13][C:12]([CH:14]3[CH2:16][CH2:15]3)=[N:11][C:10]=2[C:17]2[CH:18]=[CH:19][C:20]([CH:23]([OH:25])[CH3:24])=[N:21][CH:22]=2)=[N:6][CH:7]=1. The catalyst class is: 5. (7) Reactant: [Br:1][C:2]1[CH:7]=[CH:6][N:5]=[C:4]([OH:8])[CH:3]=1.[H-].[Na+].[Br-].[Li+].Br[CH2:14][CH2:15][CH:16]([CH3:18])[CH3:17]. Product: [Br:1][C:2]1[CH:7]=[CH:6][N:5]([CH2:14][CH2:15][CH:16]([CH3:18])[CH3:17])[C:4](=[O:8])[CH:3]=1. The catalyst class is: 85. (8) Reactant: [Cl:1][C:2]1[CH:3]=[C:4]([CH:13]=[C:14]([Cl:16])[CH:15]=1)[C:5]([CH2:7][C:8]([O:10]CC)=O)=O.[Cl-].[CH2:18]([O:20][C:21]([C:23]1[CH:28]=[CH:27][C:26]([CH:29]([NH2+:31][NH2:32])[CH3:30])=[CH:25][CH:24]=1)=[O:22])[CH3:19]. Product: [Cl:16][C:14]1[CH:13]=[C:4]([C:5]2[CH2:7][C:8](=[O:10])[N:31]([CH:29]([C:26]3[CH:27]=[CH:28][C:23]([C:21]([O:20][CH2:18][CH3:19])=[O:22])=[CH:24][CH:25]=3)[CH3:30])[N:32]=2)[CH:3]=[C:2]([Cl:1])[CH:15]=1. The catalyst class is: 52. (9) Reactant: Br[C:2]1[CH:24]=[CH:23][C:5]2[C:6]3[N:10]([CH2:11][CH2:12][O:13][C:4]=2[CH:3]=1)[CH:9]=[C:8]([C:14]1[N:15]([CH:20]([CH3:22])[CH3:21])[N:16]=[C:17]([CH3:19])[N:18]=1)[N:7]=3.[CH:25]([N:28]1[CH2:33][CH2:32][CH:31]([SH:34])[CH2:30][CH2:29]1)([CH3:27])[CH3:26].CC1(C)C2C(=C(P(C3C=CC=CC=3)C3C=CC=CC=3)C=CC=2)OC2C(P(C3C=CC=CC=3)C3C=CC=CC=3)=CC=CC1=2.CCN(C(C)C)C(C)C. Product: [CH:20]([N:15]1[C:14]([C:8]2[N:7]=[C:6]3[N:10]([CH2:11][CH2:12][O:13][C:4]4[CH:3]=[C:2]([S:34][CH:31]5[CH2:32][CH2:33][N:28]([CH:25]([CH3:27])[CH3:26])[CH2:29][CH2:30]5)[CH:24]=[CH:23][C:5]=43)[CH:9]=2)=[N:18][C:17]([CH3:19])=[N:16]1)([CH3:22])[CH3:21]. The catalyst class is: 62. (10) Reactant: [OH:1][C:2]1[CH:11]=[C:10]([I:12])[CH:9]=[CH:8][C:3]=1[C:4]([O:6][CH3:7])=[O:5].[CH2:13](Br)[C:14]1[CH:19]=[CH:18][CH:17]=[CH:16][CH:15]=1. Product: [CH2:13]([O:1][C:2]1[CH:11]=[C:10]([I:12])[CH:9]=[CH:8][C:3]=1[C:4]([O:6][CH3:7])=[O:5])[C:14]1[CH:19]=[CH:18][CH:17]=[CH:16][CH:15]=1. The catalyst class is: 3.